This data is from Merck oncology drug combination screen with 23,052 pairs across 39 cell lines. The task is: Regression. Given two drug SMILES strings and cell line genomic features, predict the synergy score measuring deviation from expected non-interaction effect. (1) Drug 1: O=c1[nH]cc(F)c(=O)[nH]1. Drug 2: CC(C)CC(NC(=O)C(Cc1ccccc1)NC(=O)c1cnccn1)B(O)O. Cell line: NCIH2122. Synergy scores: synergy=-16.7. (2) Drug 1: CC1CC2C3CCC4=CC(=O)C=CC4(C)C3(F)C(O)CC2(C)C1(O)C(=O)CO. Drug 2: Cn1cc(-c2cnn3c(N)c(Br)c(C4CCCNC4)nc23)cn1. Cell line: NCIH520. Synergy scores: synergy=-0.977.